Dataset: Drug-target binding data from BindingDB using IC50 measurements. Task: Regression. Given a target protein amino acid sequence and a drug SMILES string, predict the binding affinity score between them. We predict pIC50 (pIC50 = -log10(IC50 in M); higher means more potent). Dataset: bindingdb_ic50. (1) The compound is C[S+](CCC([NH3+])C(=O)[O-])C[C@H]1O[C@@H](n2cnc3c(N)ncnc32)[C@H](O)[C@@H]1O. The target protein (P40261) has sequence MESGFTSKDTYLSHFNPRDYLEKYYKFGSRHSAESQILKHLLKNLFKIFCLDGVKGDLLIDIGSGPTIYQLLSACESFKEIVVTDYSDQNLQELEKWLKKEPEAFDWSPVVTYVCDLEGNRVKGPEKEEKLRQAVKQVLKCDVTQSQPLGAVPLPPADCVLSTLCLDAACPDLPTYCRALRNLGSLLKPGGFLVIMDALKSSYYMIGEQKFSSLPLGREAVEAAVKEAGYTIEWFEVISQSYSSTMANNEGLFSLVARKLSRPL. The pIC50 is 4.6. (2) The drug is OC[C@H]1NC[C@H](O)[C@@H](O)[C@@H]1O. The target protein (P35574) has sequence MGNSFDFGVLLILLKYFKSSRSQNGHSKQIRILLLNEMEKLEKTLFRLEQGFELQFRLGPTLQGKPVTVFTNYPFPGETFNREKFRSLEWENPTEREDDSDKYCKLNLQQSGSFQYYFLQGNEKSGGGYIVVDPILRVGADNHMLHLDCVTLQTFLAKCLGPFDEWESRLRVAKESGYNMIHFTPLQTLGLSRSCYSLADQLELNPDFSRPHKKYTWSDVGQLVEKLKREWNVLCITDVVYNHTAANSKWIQEHPECAYNLVNSPHLKPAWVLDRALWHFSCDVAEGKYKNRGVPALIENDHHLNCIRKVIWEDIFPKLHLWEFFQVDVYKAVEKFRGLLTQETWRVIKSDPKQHLKIIQDPEYRRFGCTVDMNIALATFIPHDNGPAAIEECCNWFRKRIEELNSEKHQLMNYHQEQAVNCLLGNVFYERLAGHGPKLGPVTRKYPLVTRYFTFPFEEMPVSTEETMIHLPNKACFFMAHNGWVMGDDPLRNFAEPGSD.... The pIC50 is 6.7. (3) The compound is CS(=O)(=O)Nc1ccncc1-c1cccc(F)c1. The target protein (Q96S37) has sequence MAFSELLDLVGGLGRFQVLQTMALMVSIMWLCTQSMLENFSAAVPSHRCWAPLLDNSTAQASILGSLSPEALLAISIPPGPNQRPHQCRRFRQPQWQLLDPNATATSWSEADTEPCVDGWVYDRSIFTSTIVAKWNLVCDSHALKPMAQSIYLAGILVGAAACGPASDRFGRRLVLTWSYLQMAVMGTAAAFAPAFPVYCLFRFLLAFAVAGVMMNTGTLLMEWTAARARPLVMTLNSLGFSFGHGLTAAVAYGVRDWTLLQLVVSVPFFLCFLYSWWLAESARWLLTTGRLDWGLQELWRVAAINGKGAVQDTLTPEVLLSAMREELSMGQPPASLGTLLRMPGLRFRTCISTLCWFAFGFTFFGLALDLQALGSNIFLLQMFIGVVDIPAKMGALLLLSHLGRRPTLAASLLLAGLCILANTLVPHEMGALRSALAVLGLGGVGAAFTCITIYSSELFPTVLRMTAVGLGQMAARGGAILGPLVRLLGVHGPWLPLLV.... The pIC50 is 5.5.